From a dataset of Full USPTO retrosynthesis dataset with 1.9M reactions from patents (1976-2016). Predict the reactants needed to synthesize the given product. (1) Given the product [C:41]1([S:47]([N:11]([C:5]2[CH:6]=[CH:7][C:8]([CH3:10])=[CH:9][C:4]=2[O:3][CH2:1][CH3:2])[CH:12]2[CH2:13][CH2:14][N:15]([CH2:18][CH2:19][CH2:20][CH2:21][NH:22][C:23]([C:25]3[CH:30]=[CH:29][C:28]([C:31]4[CH:32]=[CH:33][C:34]([C:37]([F:38])([F:40])[F:39])=[CH:35][CH:36]=4)=[CH:27][CH:26]=3)=[O:24])[CH2:16][CH2:17]2)(=[O:49])=[O:48])[CH:46]=[CH:45][CH:44]=[CH:43][CH:42]=1, predict the reactants needed to synthesize it. The reactants are: [CH2:1]([O:3][C:4]1[CH:9]=[C:8]([CH3:10])[CH:7]=[CH:6][C:5]=1[NH:11][CH:12]1[CH2:17][CH2:16][N:15]([CH2:18][CH2:19][CH2:20][CH2:21][NH:22][C:23]([C:25]2[CH:30]=[CH:29][C:28]([C:31]3[CH:36]=[CH:35][C:34]([C:37]([F:40])([F:39])[F:38])=[CH:33][CH:32]=3)=[CH:27][CH:26]=2)=[O:24])[CH2:14][CH2:13]1)[CH3:2].[C:41]1([S:47](Cl)(=[O:49])=[O:48])[CH:46]=[CH:45][CH:44]=[CH:43][CH:42]=1.O. (2) Given the product [S:25]1[C:21]2[CH:20]=[C:19]([NH:18][C:14]3[CH:13]=[C:12]([C:3]4[CH:4]=[CH:5][C:6]([C:8]([F:10])([F:11])[F:9])=[CH:7][C:2]=4[NH:1][CH2:38][CH:32]4[CH2:37][CH2:36][CH2:35][CH2:34][CH2:33]4)[N:17]=[CH:16][N:15]=3)[CH:27]=[CH:26][C:22]=2[N:23]=[CH:24]1, predict the reactants needed to synthesize it. The reactants are: [NH2:1][C:2]1[CH:7]=[C:6]([C:8]([F:11])([F:10])[F:9])[CH:5]=[CH:4][C:3]=1[C:12]1[N:17]=[CH:16][N:15]=[C:14]([NH:18][C:19]2[CH:27]=[CH:26][C:22]3[N:23]=[CH:24][S:25][C:21]=3[CH:20]=2)[CH:13]=1.C(O)(=O)C.[CH:32]1([CH:38]=O)[CH2:37][CH2:36][CH2:35][CH2:34][CH2:33]1.C(O[BH-](OC(=O)C)OC(=O)C)(=O)C.[Na+]. (3) Given the product [CH3:47][S:48]([OH:51])(=[O:50])=[O:49].[CH3:47][S:48]([OH:51])(=[O:50])=[O:49].[CH:39]([O:38][C:33]1[C:34]([O:36][CH3:37])=[CH:35][C:30]([C:27]2[CH:26]=[CH:25][C:24]([N:22]([CH3:23])[CH2:21][CH2:20][N:19]([C:16]3[CH:17]=[CH:18][C:13]([C:8]4[CH:9]=[C:10]([O:11][CH3:12])[C:5]([O:4][CH:1]([CH3:2])[CH3:3])=[C:6]([O:45][CH3:46])[CH:7]=4)=[N:14][CH:15]=3)[CH3:44])=[CH:29][N:28]=2)=[CH:31][C:32]=1[O:42][CH3:43])([CH3:41])[CH3:40], predict the reactants needed to synthesize it. The reactants are: [CH:1]([O:4][C:5]1[C:10]([O:11][CH3:12])=[CH:9][C:8]([C:13]2[CH:18]=[CH:17][C:16]([N:19]([CH3:44])[CH2:20][CH2:21][N:22]([C:24]3[CH:25]=[CH:26][C:27]([C:30]4[CH:35]=[C:34]([O:36][CH3:37])[C:33]([O:38][CH:39]([CH3:41])[CH3:40])=[C:32]([O:42][CH3:43])[CH:31]=4)=[N:28][CH:29]=3)[CH3:23])=[CH:15][N:14]=2)=[CH:7][C:6]=1[O:45][CH3:46])([CH3:3])[CH3:2].[CH3:47][S:48]([OH:51])(=[O:50])=[O:49]. (4) Given the product [Cl:35][C:32]1[N:33]=[CH:34][C:29]([C:27]2[CH:26]=[C:25]3[C:21]([CH:22]=[N:23][NH:24]3)=[C:20]([NH:19][C:8]([C:6]3[CH:5]=[CH:4][CH:3]=[C:2]([CH3:1])[N:7]=3)=[O:10])[CH:28]=2)=[CH:30][C:31]=1[NH:36][S:37]([CH3:40])(=[O:39])=[O:38], predict the reactants needed to synthesize it. The reactants are: [CH3:1][C:2]1[N:7]=[C:6]([C:8]([OH:10])=O)[CH:5]=[CH:4][CH:3]=1.ClC(N(C)C)=C(C)C.[NH2:19][C:20]1[CH:28]=[C:27]([C:29]2[CH:30]=[C:31]([NH:36][S:37]([CH3:40])(=[O:39])=[O:38])[C:32]([Cl:35])=[N:33][CH:34]=2)[CH:26]=[C:25]2[C:21]=1[CH:22]=[N:23][N:24]2S(C1C=CC=CC=1)(=O)=O. (5) Given the product [CH2:12]([O:14][C:15]1[CH:16]=[C:17]([C:18]2[O:19][CH:3]=[C:4]([C:6]3[CH:11]=[CH:10][N:9]=[CH:8][CH:7]=3)[N:20]=2)[CH:21]=[CH:22][C:23]=1[O:24][CH2:25][CH3:26])[CH3:13], predict the reactants needed to synthesize it. The reactants are: Br.Br[CH2:3][C:4]([C:6]1[CH:11]=[CH:10][N:9]=[CH:8][CH:7]=1)=O.[CH2:12]([O:14][C:15]1[CH:16]=[C:17]([CH:21]=[CH:22][C:23]=1[O:24][CH2:25][CH3:26])[C:18]([NH2:20])=[O:19])[CH3:13].C([O-])(O)=O.[Na+]. (6) The reactants are: [N:1]1([C:7]2[CH:8]=[CH:9][C:10]3[N:11]([C:13]([C:16]([F:19])([F:18])[F:17])=[N:14][N:15]=3)[N:12]=2)[CH2:6][CH2:5][NH:4][CH2:3][CH2:2]1.[CH2:20]([O:24][C:25]1[CH:32]=[CH:31][C:28]([CH:29]=O)=[CH:27][CH:26]=1)[CH2:21][CH2:22][CH3:23]. Given the product [CH2:20]([O:24][C:25]1[CH:26]=[CH:27][C:28]([CH2:29][N:4]2[CH2:3][CH2:2][N:1]([C:7]3[CH:8]=[CH:9][C:10]4[N:11]([C:13]([C:16]([F:17])([F:18])[F:19])=[N:14][N:15]=4)[N:12]=3)[CH2:6][CH2:5]2)=[CH:31][CH:32]=1)[CH2:21][CH2:22][CH3:23], predict the reactants needed to synthesize it. (7) The reactants are: Cl.[NH2:2][CH2:3][C:4]1[CH:12]=[CH:11][CH:10]=[C:9]2[C:5]=1[C:6](=[O:22])[N:7]([CH:14]1[CH2:19][CH2:18][C:17](=[O:20])[NH:16][C:15]1=[O:21])[C:8]2=[O:13].N12CCCN=C1CCCCC2.ON1C2C=CC=CC=2N=N1.[CH3:44][C:45]1[S:46][C:47]([CH3:54])=[C:48]([CH2:50][C:51](O)=[O:52])[N:49]=1.Cl.CN(C)CCCN=C=NCC. Given the product [CH3:44][C:45]1[S:46][C:47]([CH3:54])=[C:48]([CH2:50][C:51]([NH:2][CH2:3][C:4]2[CH:12]=[CH:11][CH:10]=[C:9]3[C:5]=2[C:6](=[O:22])[N:7]([CH:14]2[CH2:19][CH2:18][C:17](=[O:20])[NH:16][C:15]2=[O:21])[C:8]3=[O:13])=[O:52])[N:49]=1, predict the reactants needed to synthesize it. (8) Given the product [CH2:16]([O:11][C:5]1[C:6]([N+:8]([O-:10])=[O:9])=[CH:7][C:2]([Br:1])=[CH:3][C:4]=1[CH2:12]/[CH:13]=[CH:14]/[CH3:15])[C:17]1[CH:22]=[CH:21][CH:20]=[CH:19][CH:18]=1, predict the reactants needed to synthesize it. The reactants are: [Br:1][C:2]1[CH:7]=[C:6]([N+:8]([O-:10])=[O:9])[C:5]([OH:11])=[C:4]([CH2:12]/[CH:13]=[CH:14]/[CH3:15])[CH:3]=1.[CH2:16](Br)[C:17]1[CH:22]=[CH:21][CH:20]=[CH:19][CH:18]=1.BrC1C=C(C(C2C=CC=CC=2)C=C)C(O)=C([N+]([O-])=O)C=1.BrC1C=C(C(C2C=CC=CC=2)C=C)C(OCCC)=C([N+]([O-])=O)C=1. (9) Given the product [Cl:1][C:2]1[CH:7]=[CH:6][CH:5]=[CH:4][C:3]=1[CH:8]([C:20]1[CH:35]=[CH:34][C:23]([C:24]([NH:26][C@H:27]2[CH2:28][CH2:29][C@H:30]([OH:33])[CH2:31][CH2:32]2)=[O:25])=[C:22]([F:36])[CH:21]=1)[CH2:9]/[C:10](=[N:38]\[OH:39])/[C:12]1[CH:17]=[CH:16][C:15](=[O:18])[N:14]([CH3:19])[CH:13]=1, predict the reactants needed to synthesize it. The reactants are: [Cl:1][C:2]1[CH:7]=[CH:6][CH:5]=[CH:4][C:3]=1[CH:8]([C:20]1[CH:35]=[CH:34][C:23]([C:24]([NH:26][C@H:27]2[CH2:32][CH2:31][C@H:30]([OH:33])[CH2:29][CH2:28]2)=[O:25])=[C:22]([F:36])[CH:21]=1)[CH2:9][C:10]([C:12]1[CH:17]=[CH:16][C:15](=[O:18])[N:14]([CH3:19])[CH:13]=1)=O.Cl.[NH2:38][OH:39].C([O-])(O)=O.[Na+]. (10) Given the product [CH2:7]([N:6]([CH2:9][CH3:10])[CH2:5][CH:4]([OH:3])[S:16]([O-:18])(=[O:17])=[O:15])[CH3:8].[Na+:19], predict the reactants needed to synthesize it. The reactants are: C([O:3][CH:4](OCC)[CH2:5][N:6]([CH2:9][CH3:10])[CH2:7][CH3:8])C.Cl.[OH:15][S:16]([O-:18])=[O:17].[Na+:19].C(O)C.